Predict which catalyst facilitates the given reaction. From a dataset of Catalyst prediction with 721,799 reactions and 888 catalyst types from USPTO. (1) Reactant: [OH:1][C:2]1[C:3]([Se:16][C:17]2[CH:27]=[CH:26][C:20]([C:21]([O:23]CC)=[O:22])=[CH:19][N:18]=2)=[CH:4][C:5]2[C:6]([CH3:15])([CH3:14])[CH2:7][CH2:8][C:9]([CH3:13])([CH3:12])[C:10]=2[CH:11]=1.[OH-].[Na+]. Product: [OH:1][C:2]1[C:3]([Se:16][C:17]2[CH:27]=[CH:26][C:20]([C:21]([OH:23])=[O:22])=[CH:19][N:18]=2)=[CH:4][C:5]2[C:6]([CH3:15])([CH3:14])[CH2:7][CH2:8][C:9]([CH3:12])([CH3:13])[C:10]=2[CH:11]=1. The catalyst class is: 219. (2) Reactant: [N:1]1[CH:6]=[CH:5][CH:4]=[C:3]([NH:7][C:8]2[N:13]=[C:12]([C:14]3[S:18][C:17]([C:19]([OH:21])=O)=[CH:16][CH:15]=3)[CH:11]=[CH:10][N:9]=2)[CH:2]=1.CCN(C(C)C)C(C)C.CN(C(ON1N=NC2C=CC=NC1=2)=[N+](C)C)C.F[P-](F)(F)(F)(F)F.[CH2:55]([NH:57][CH2:58][CH2:59][C:60]#[N:61])[CH3:56]. Product: [C:60]([CH2:59][CH2:58][N:57]([CH2:55][CH3:56])[C:19]([C:17]1[S:18][C:14]([C:12]2[CH:11]=[CH:10][N:9]=[C:8]([NH:7][C:3]3[CH:2]=[N:1][CH:6]=[CH:5][CH:4]=3)[N:13]=2)=[CH:15][CH:16]=1)=[O:21])#[N:61]. The catalyst class is: 44. (3) The catalyst class is: 22. Reactant: [N:1]1[CH:6]=[CH:5][CH:4]=[C:3]([NH:7][C:8]([C:10]2[C:18]3[C:17]4[CH:19]=[CH:20][CH:21]=[CH:22][C:16]=4[O:15][C:14]=3[C:13]([O:23][CH:24]([CH3:26])[CH3:25])=[CH:12][CH:11]=2)=[O:9])[CH:2]=1.ClC1C=CC=C(C(OO)=[O:35])C=1. Product: [N:1]1[CH:6]=[CH:5][CH:4]=[C:3]([NH+:7]([O-:35])[C:8]([C:10]2[C:18]3[C:17]4[CH:19]=[CH:20][CH:21]=[CH:22][C:16]=4[O:15][C:14]=3[C:13]([O:23][CH:24]([CH3:26])[CH3:25])=[CH:12][CH:11]=2)=[O:9])[CH:2]=1. (4) Reactant: [NH2:1][C:2]1[CH:3]=[C:4]([C:8]2[C:9]3[C:16]([C:17]([O:19][CH2:20][CH3:21])=[O:18])=[CH:15][NH:14][C:10]=3[N:11]=[CH:12][N:13]=2)[CH:5]=[CH:6][CH:7]=1.[C:22]([O:26][C:27]([NH:29][CH2:30][C:31](=[CH2:35])[C:32](O)=[O:33])=[O:28])([CH3:25])([CH3:24])[CH3:23].CN(C(ON1N=NC2C=CC=NC1=2)=[N+](C)C)C.F[P-](F)(F)(F)(F)F.CCN(C(C)C)C(C)C. Product: [C:22]([O:26][C:27]([NH:29][CH2:30][C:31](=[CH2:35])[C:32]([NH:1][C:2]1[CH:3]=[C:4]([C:8]2[C:9]3[C:16]([C:17]([O:19][CH2:20][CH3:21])=[O:18])=[CH:15][NH:14][C:10]=3[N:11]=[CH:12][N:13]=2)[CH:5]=[CH:6][CH:7]=1)=[O:33])=[O:28])([CH3:25])([CH3:24])[CH3:23]. The catalyst class is: 39. (5) Reactant: [Br:1]N1C(=O)CCC1=O.[F:9][CH:10]([F:17])[C:11]1[CH:15]=[CH:14][N:13]([CH3:16])[N:12]=1.O.[OH-].[Na+]. Product: [Br:1][C:15]1[C:11]([CH:10]([F:17])[F:9])=[N:12][N:13]([CH3:16])[CH:14]=1. The catalyst class is: 9. (6) Reactant: [CH3:1][C:2]1([N:12]2[CH2:17][CH2:16][CH:15]([N:18]3[C:26]4[C:21](=[CH:22][CH:23]=[CH:24][CH:25]=4)[CH2:20][C:19]3=[O:27])[CH2:14][CH2:13]2)[C:11]2[C:6](=[CH:7][CH:8]=[CH:9][CH:10]=2)[CH2:5][CH2:4][CH2:3]1.C([N-]C(C)C)(C)C.[Li+].BrC[CH2:38][C:39]([O:41][CH3:42])=[O:40]. Product: [CH3:1][C:2]1([N:12]2[CH2:17][CH2:16][CH:15]([N:18]3[C:26]4[C:21](=[CH:22][CH:23]=[CH:24][CH:25]=4)[CH:20]([CH2:38][C:39]([O:41][CH3:42])=[O:40])[C:19]3=[O:27])[CH2:14][CH2:13]2)[C:11]2[C:6](=[CH:7][CH:8]=[CH:9][CH:10]=2)[CH2:5][CH2:4][CH2:3]1. The catalyst class is: 7. (7) Reactant: [Si]([C:8]1([OH:28])[C:21]2[O:22][C@@H:18]3[C@@:19]45[CH2:23][CH2:24][N:25]([CH3:26])[C@@H:13]([C@@H:14]4[CH:15]=[CH:16][C@@H:17]3[OH:27])[CH2:12][C:11]([C:20]5=2)=[CH:10][CH2:9]1)(C(C)(C)C)(C)C.[CH3:29][N:30]1[C@@H:47]2[CH2:48][C:35]3[CH:36]=[CH:37][C:38]([O:50][CH3:51])=[C:39]4[O:40][C@H:41]5[C:42]([CH2:44][CH2:45][C@:46]2([OH:49])[C@:33]5([C:34]=34)[CH2:32][CH2:31]1)=[O:43].N(C(OCC)=O)=NC(OCC)=O.C1(P(C2C=CC=CC=2)C2C=CC=CC=2)C=CC=CC=1.C([C@@]12OC3=C(O[SiH](C)C)C=CC4C[C@H]5N(CC[C@]1([C@H]5C=C[C@@H]2O)C=43)C)CCC. Product: [CH:10]1[C:11]2[CH2:12][C@H:13]3[N:25]([CH2:24][CH2:23][C@@:19]45[C@H:14]3[CH:15]=[CH:16][C@H:17]([OH:27])[C@@H:18]4[O:22][C:21]([C:20]=25)=[C:8]([OH:28])[CH:9]=1)[CH3:26].[CH3:29][N:30]1[C@@H:47]2[CH2:48][C:35]3[CH:36]=[CH:37][C:38]([O:50][CH3:51])=[C:39]4[O:40][C@H:41]5[C:42]([CH2:44][CH2:45][C@:46]2([OH:49])[C@:33]5([C:34]=34)[CH2:32][CH2:31]1)=[O:43]. The catalyst class is: 1. (8) Reactant: [CH3:1][C:2]1[C:6]([NH2:7])=[CH:5][N:4]([C:8]2[CH:9]=[N:10][CH:11]=[CH:12][CH:13]=2)[N:3]=1.[CH2:14]([N:16]=[C:17]=[O:18])[CH3:15]. Product: [CH2:14]([NH:16][C:17]([NH:7][C:6]1[C:2]([CH3:1])=[N:3][N:4]([C:8]2[CH:9]=[N:10][CH:11]=[CH:12][CH:13]=2)[CH:5]=1)=[O:18])[CH3:15]. The catalyst class is: 2.